This data is from Full USPTO retrosynthesis dataset with 1.9M reactions from patents (1976-2016). The task is: Predict the reactants needed to synthesize the given product. (1) Given the product [Br:1][C:2]1[CH:3]=[C:4]([F:24])[CH:5]=[C:6]2[C:10]=1[C:9](=[O:11])[N:8]([CH:12]1[CH2:13][CH2:14][N:15]([CH:18]3[CH2:23][CH2:22][CH2:21][CH2:20][CH2:19]3)[CH2:16][CH2:17]1)[CH:7]2[CH3:27], predict the reactants needed to synthesize it. The reactants are: [Br:1][C:2]1[CH:3]=[C:4]([F:24])[CH:5]=[C:6]2[C:10]=1[C:9](=[O:11])[N:8]([CH:12]1[CH2:17][CH2:16][N:15]([CH:18]3[CH2:23][CH2:22][CH2:21][CH2:20][CH2:19]3)[CH2:14][CH2:13]1)[CH2:7]2.CI.[CH3:27][Si]([N-][Si](C)(C)C)(C)C.[Na+]. (2) Given the product [Br:12][C:8]1[CH:9]=[C:5]([C:3](=[O:4])[C:2]([Cl:1])([Cl:10])[Cl:11])[NH:6][CH:7]=1, predict the reactants needed to synthesize it. The reactants are: [Cl:1][C:2]([Cl:11])([Cl:10])[C:3]([C:5]1[NH:6][CH:7]=[CH:8][CH:9]=1)=[O:4].[Br:12]Br. (3) The reactants are: [Br:1][C:2]1[CH:3]=[C:4]([CH2:8][C:9]([OH:11])=[O:10])[CH:5]=[CH:6][CH:7]=1.[C:12](Cl)(=O)C(Cl)=O.CN(C)C=O.S([O-])([O-])(=O)=O.[Na+].[Na+]. Given the product [Br:1][C:2]1[CH:3]=[C:4]([CH2:8][C:9]([O:11][CH3:12])=[O:10])[CH:5]=[CH:6][CH:7]=1, predict the reactants needed to synthesize it.